From a dataset of Reaction yield outcomes from USPTO patents with 853,638 reactions. Predict the reaction yield, written as a fraction of the theoretical maximum amount of product (1.0 means a 100% yield; for example, 0.34 means a 34% yield). (1) The reactants are [CH3:1][S:2][C:3]1(C(O)=O)[CH:8]=[CH:7][CH:6]=[CH:5][NH:4]1.B.C1C[O:16][CH2:15]C1. The catalyst is CO. The product is [CH3:1][S:2][C:3]1[C:8]([CH2:15][OH:16])=[CH:7][CH:6]=[CH:5][N:4]=1. The yield is 0.300. (2) The reactants are Br[C:2](=[CH:5][OH:6])[CH:3]=[O:4].O.C1(C)C=CC(S(O)(=O)=O)=CC=1.CC(O)C.Cl.[CH3:24][C:25]1([CH3:32])[CH2:30][NH:29][C:28](=[NH:31])[CH2:27][CH2:26]1.C[O-].[Na+].C(N(CC)CC)C. The catalyst is C1CCCCC1.CCO. The product is [CH3:24][C:25]1([CH3:32])[CH2:30][N:29]2[CH:3]=[C:2]([CH:5]=[O:6])[N:31]=[C:28]2[CH2:27][CH2:26]1.[CH3:24][C:25]1([CH3:32])[CH2:30][N:29]2[C:2]([CH:3]=[O:4])=[CH:5][N:31]=[C:28]2[CH2:27][CH2:26]1. The yield is 0.407. (3) The reactants are C[O:2][C:3](=[O:29])[CH:4]([NH:16][C:17]([CH3:28])=[CH:18][C:19](=[O:27])[C:20]1[CH:25]=[CH:24][C:23]([F:26])=[CH:22][CH:21]=1)[CH2:5][C:6]1[CH:11]=[CH:10][C:9]([O:12][CH2:13][CH2:14]Br)=[CH:8][CH:7]=1.[CH:30]1[C:42]2[NH:41][C:40]3[C:35](=[CH:36][CH:37]=[CH:38][CH:39]=3)[C:34]=2[CH:33]=[CH:32][CH:31]=1.[OH-].[Na+]. The catalyst is C1C=CC=CC=1.[Br-].C([N+](CCCC)(CCCC)CCCC)CCC. The product is [CH3:28][C:17]([NH:16][CH:4]([CH2:5][C:6]1[CH:7]=[CH:8][C:9]([O:12][CH2:13][CH2:14][C:39]2[C:40]3[NH:41][C:42]4[C:34](=[CH:33][CH:32]=[CH:31][CH:30]=4)[C:35]=3[CH:36]=[CH:37][CH:38]=2)=[CH:10][CH:11]=1)[C:3]([OH:2])=[O:29])=[CH:18][C:19](=[O:27])[C:20]1[CH:21]=[CH:22][C:23]([F:26])=[CH:24][CH:25]=1. The yield is 0.230. (4) The reactants are [CH3:1][O:2][C:3]1[N:11]=[CH:10][CH:9]=[CH:8][C:4]=1[C:5]([OH:7])=O.Cl.[CH3:13][O:14][NH:15][CH3:16].CCN(C(C)C)C(C)C.CCN=C=NCCCN(C)C. The catalyst is C(Cl)Cl. The product is [CH3:1][O:2][C:3]1[N:11]=[CH:10][CH:9]=[CH:8][C:4]=1[C:5]([N:15]([O:14][CH3:13])[CH3:16])=[O:7]. The yield is 0.510. (5) The reactants are [ClH:1].[NH2:2][C@H:3]([C:8]([OH:10])=[O:9])[CH2:4][CH2:5][CH2:6][NH2:7].[CH3:11]O. No catalyst specified. The product is [ClH:1].[CH3:11][O:9][C:8](=[O:10])[C@H:3]([CH2:4][CH2:5][CH2:6][NH2:7])[NH2:2]. The yield is 0.970. (6) The reactants are [C:1](/[C:3](=[C:9](\OCC)/[CH3:10])/[C:4]([O:6][CH2:7][CH3:8])=[O:5])#[N:2].[NH2:14][NH2:15]. The catalyst is C(O)(=O)C. The product is [NH2:2][C:1]1[C:3]([C:4]([O:6][CH2:7][CH3:8])=[O:5])=[C:9]([CH3:10])[NH:15][N:14]=1. The yield is 1.03.